Task: Predict which catalyst facilitates the given reaction.. Dataset: Catalyst prediction with 721,799 reactions and 888 catalyst types from USPTO (1) Reactant: [CH3:1][O:2][C:3]1[CH:4]=[C:5]2[C:10](=[CH:11][CH:12]=1)[C:9]([CH2:13][C:14]1[CH:19]=[CH:18][C:17]([O:20][CH2:21][CH2:22][N:23]3[CH2:28][CH2:27][CH2:26][CH2:25][CH2:24]3)=[CH:16][CH:15]=1)=[C:8](OS(C(F)(F)F)(=O)=O)[CH:7]=[CH:6]2.[F:37][C:38]1[CH:43]=[CH:42][CH:41]=[CH:40][C:39]=1B(O)O.[F-].[Cs+]. Product: [F:37][C:38]1[CH:43]=[CH:42][CH:41]=[CH:40][C:39]=1[C:8]1[CH:7]=[CH:6][C:5]2[C:10](=[CH:11][CH:12]=[C:3]([O:2][CH3:1])[CH:4]=2)[C:9]=1[CH2:13][C:14]1[CH:19]=[CH:18][C:17]([O:20][CH2:21][CH2:22][N:23]2[CH2:28][CH2:27][CH2:26][CH2:25][CH2:24]2)=[CH:16][CH:15]=1. The catalyst class is: 235. (2) Reactant: ClC(Cl)(Cl)[C:3]([N:5]=C=O)=[O:4].[NH2:10][C:11]1[NH:12][C:13]([C:19]2[CH:24]=[CH:23][C:22]([Br:25])=[CH:21][CH:20]=2)=[CH:14][C:15]=1[C:16]([NH2:18])=[O:17].N.CO. Product: [NH2:5][C:3]([NH:10][C:11]1[NH:12][C:13]([C:19]2[CH:24]=[CH:23][C:22]([Br:25])=[CH:21][CH:20]=2)=[CH:14][C:15]=1[C:16]([NH2:18])=[O:17])=[O:4]. The catalyst class is: 30. (3) Reactant: [Br:1][C:2]1[C:3]([N:20]([CH3:25])[S:21]([CH3:24])(=[O:23])=[O:22])=[CH:4][C:5]2[O:9][C:8]([C:10]3[CH2:14][CH2:13][CH2:12][CH:11]=3)=[C:7]([C:15]([NH:17][CH3:18])=[O:16])[C:6]=2[CH:19]=1.[Zn](CC)[CH2:27]C.C(I)I.[NH4+].[Cl-]. Product: [C:10]12([C:8]3[O:9][C:5]4[CH:4]=[C:3]([N:20]([CH3:25])[S:21]([CH3:24])(=[O:22])=[O:23])[C:2]([Br:1])=[CH:19][C:6]=4[C:7]=3[C:15]([NH:17][CH3:18])=[O:16])[CH2:27][CH:14]1[CH2:13][CH2:12][CH2:11]2. The catalyst class is: 2. (4) Product: [CH2:27]([O:26][C:23]1[CH:24]=[CH:25][N:20]([CH2:19][CH2:18][C:12]2[CH:11]=[C:10]3[C:15]([CH2:16][CH2:17][NH:8][CH2:9]3)=[CH:14][CH:13]=2)[C:21](=[O:34])[CH:22]=1)[C:28]1[CH:29]=[CH:30][CH:31]=[CH:32][CH:33]=1. Reactant: C(OC([N:8]1[CH2:17][CH2:16][C:15]2[C:10](=[CH:11][C:12]([CH2:18][CH2:19][N:20]3[CH:25]=[CH:24][C:23]([O:26][CH2:27][C:28]4[CH:33]=[CH:32][CH:31]=[CH:30][CH:29]=4)=[CH:22][C:21]3=[O:34])=[CH:13][CH:14]=2)[CH2:9]1)=O)(C)(C)C.FC(F)(F)C(O)=O.C([O-])(O)=O.[Na+]. The catalyst class is: 2. (5) Reactant: C[Si]([C:5]#[C:6][C:7]1[CH:12]=[CH:11][C:10]([C:13]2[CH:18]=[CH:17][CH:16]=[CH:15][N:14]=2)=[CH:9][CH:8]=1)(C)C.[F-].C([N+](CCCC)(CCCC)CCCC)CCC.[OH-].[K+].CO.ClCCl. Product: [C:6]([C:7]1[CH:12]=[CH:11][C:10]([C:13]2[CH:18]=[CH:17][CH:16]=[CH:15][N:14]=2)=[CH:9][CH:8]=1)#[CH:5]. The catalyst class is: 7. (6) Reactant: CCCC[N+](CCCC)(CCCC)CCCC.[F-].C([Si](C)(C)[O:24][CH2:25][CH2:26][O:27][CH:28]1[CH2:33][O:32][CH:31]([C:34]2[CH:39]=[CH:38][CH:37]=[CH:36][CH:35]=2)[O:30][CH2:29]1)(C)(C)C.[Cl-].[NH4+]. Product: [C:34]1([CH:31]2[O:32][CH2:33][CH:28]([O:27][CH2:26][CH2:25][OH:24])[CH2:29][O:30]2)[CH:35]=[CH:36][CH:37]=[CH:38][CH:39]=1. The catalyst class is: 1. (7) Reactant: C(O[C:6](=[O:27])[C@H:7]([NH:13][S:14]([CH2:17][C:18]1[CH:26]=[CH:25][C:21]2[S:22][CH:23]=[CH:24][C:20]=2[CH:19]=1)(=[O:16])=[O:15])[CH2:8][CH2:9][C:10]([OH:12])=O)(C)(C)C.C1C=NC2[N:34]([OH:37])N=NC=2C=1.C(Cl)CCl.[NH:42]1[CH2:47][CH2:46][O:45][CH2:44][CH2:43]1. Product: [OH:37][NH:34][C:6](=[O:27])[C@H:7]([NH:13][S:14]([CH2:17][C:18]1[CH:26]=[CH:25][C:21]2[S:22][CH:23]=[CH:24][C:20]=2[CH:19]=1)(=[O:15])=[O:16])[CH2:8][CH2:9][C:10]([N:42]1[CH2:47][CH2:46][O:45][CH2:44][CH2:43]1)=[O:12]. The catalyst class is: 3. (8) Reactant: C[O:2][C:3]([C:5]1[N:6]=[C:7]2[C:12]([C:13]([F:16])([F:15])[F:14])=[CH:11][C:10]([NH2:17])=[CH:9][N:8]2[C:18]=1[Cl:19])=[O:4].O.[OH-].[Li+]. Product: [NH2:17][C:10]1[CH:11]=[C:12]([C:13]([F:16])([F:15])[F:14])[C:7]2[N:8]([C:18]([Cl:19])=[C:5]([C:3]([OH:4])=[O:2])[N:6]=2)[CH:9]=1. The catalyst class is: 20. (9) Reactant: [CH3:1][N:2]1[C:10]2[C:5](=[C:6]([N+:11]([O-])=O)[CH:7]=[CH:8][CH:9]=2)[CH2:4][CH2:3]1. Product: [CH3:1][N:2]1[C:10]2[CH:9]=[CH:8][CH:7]=[C:6]([NH2:11])[C:5]=2[CH2:4][CH2:3]1. The catalyst class is: 29. (10) Reactant: [CH:1]1([C:4]([N:6]2[CH2:11][CH2:10][N:9]([C:12]([C:14]3[CH:15]=[C:16]([CH:20]4[C:29](=O)[C:28]5[C:27]([C:31]([O:33]C)=O)=[CH:26][CH:25]=[CH:24][C:23]=5[NH:22][CH:21]4[C:35]4[CH:40]=[CH:39][CH:38]=[CH:37][CH:36]=4)[CH:17]=[CH:18][CH:19]=3)=[O:13])[CH2:8][CH2:7]2)=[O:5])[CH2:3][CH2:2]1.O.[NH2:42][NH2:43]. Product: [CH:1]1([C:4]([N:6]2[CH2:11][CH2:10][N:9]([C:12]([C:14]3[CH:15]=[C:16]([CH:20]4[C:29]5=[N:42][NH:43][C:31](=[O:33])[C:27]6[CH:26]=[CH:25][CH:24]=[C:23]([C:28]=65)[NH:22][CH:21]4[C:35]4[CH:40]=[CH:39][CH:38]=[CH:37][CH:36]=4)[CH:17]=[CH:18][CH:19]=3)=[O:13])[CH2:8][CH2:7]2)=[O:5])[CH2:2][CH2:3]1. The catalyst class is: 5.